From a dataset of Catalyst prediction with 721,799 reactions and 888 catalyst types from USPTO. Predict which catalyst facilitates the given reaction. (1) Reactant: [NH2:1][C:2]1[N:3]([CH3:24])[C:4](=[O:23])[C:5]2([C:15]3[C:10](=[CH:11][CH:12]=[C:13](Br)[CH:14]=3)[O:9][CH:8]([C:17]3[CH:22]=[CH:21][CH:20]=[CH:19][CH:18]=3)[CH2:7]2)[N:6]=1.[CH:25]1([C:28]2[CH:29]=[C:30](B3OC(C)(C)C(C)(C)O3)[CH:31]=[CH:32][CH:33]=2)[CH2:27][CH2:26]1. Product: [NH2:1][C:2]1[N:3]([CH3:24])[C:4](=[O:23])[C:5]2([C:15]3[C:10](=[CH:11][CH:12]=[C:13]([C:32]4[CH:31]=[CH:30][CH:29]=[C:28]([CH:25]5[CH2:27][CH2:26]5)[CH:33]=4)[CH:14]=3)[O:9][CH:8]([C:17]3[CH:22]=[CH:21][CH:20]=[CH:19][CH:18]=3)[CH2:7]2)[N:6]=1. The catalyst class is: 806. (2) Product: [Cl:1][C:2]1[CH:10]=[C:9]2[C:5]([C:6]([C:12]3[N:13]=[C:14]4[C:20]([C:21]([NH:24][C:25]5[CH:30]=[CH:29][CH:28]=[CH:27][CH:26]=5)=[O:23])=[CH:19][NH:18][C:15]4=[N:16][CH:17]=3)=[N:7][N:8]2[CH3:11])=[CH:4][CH:3]=1. The catalyst class is: 241. Reactant: [Cl:1][C:2]1[CH:10]=[C:9]2[C:5]([C:6]([C:12]3[N:13]=[C:14]4[C:20]([C:21]([OH:23])=O)=[CH:19][NH:18][C:15]4=[N:16][CH:17]=3)=[N:7][N:8]2[CH3:11])=[CH:4][CH:3]=1.[NH2:24][C:25]1[CH:30]=[CH:29][CH:28]=[CH:27][CH:26]=1.CCN=C=NCCCN(C)C.CCN(C(C)C)C(C)C.CN(C(ON1N=NC2C=CC=NC1=2)=[N+](C)C)C.F[P-](F)(F)(F)(F)F. (3) Reactant: [Cl:1][C:2]1[C:10]2[O:9][CH:8]([CH2:11][OH:12])[CH2:7][C:6]=2[CH:5]=[CH:4][CH:3]=1.[CH3:13][S:14](Cl)(=[O:16])=[O:15].C(N(CC)CC)C.O. Product: [CH3:13][S:14]([O:12][CH2:11][CH:8]1[CH2:7][C:6]2[CH:5]=[CH:4][CH:3]=[C:2]([Cl:1])[C:10]=2[O:9]1)(=[O:16])=[O:15]. The catalyst class is: 4. (4) Reactant: [O:1]1[C:6]2[CH:7]=[CH:8][C:9]([C:11](Cl)=[O:12])=[CH:10][C:5]=2[O:4][CH2:3][CH2:2]1.[NH2:14][C:15]1[CH:20]=[CH:19][C:18]([C:21]2([C:26]#[N:27])[CH2:25][CH2:24][CH2:23][CH2:22]2)=[CH:17][CH:16]=1.C(N(CC)CC)C. Product: [C:26]([C:21]1([C:18]2[CH:17]=[CH:16][C:15]([NH:14][C:11]([C:9]3[CH:8]=[CH:7][C:6]4[O:1][CH2:2][CH2:3][O:4][C:5]=4[CH:10]=3)=[O:12])=[CH:20][CH:19]=2)[CH2:25][CH2:24][CH2:23][CH2:22]1)#[N:27]. The catalyst class is: 172. (5) Reactant: [Cl:1][C:2]1[CH:3]=[CH:4][C:5](I)=[C:6]([CH:24]=1)[C:7]([N:9]([CH:21]([CH3:23])[CH3:22])[CH2:10][CH:11]1[CH2:16][CH2:15][CH:14]([C:17]([F:20])([F:19])[F:18])[CH2:13][CH2:12]1)=[O:8].CC(N=NC(C#N)(C)C)(C#N)C.CC(C)([O-])C.[K+].O. Product: [Cl:1][C:2]1[CH:24]=[C:6]2[C:5]([C:21]([CH3:23])([CH3:22])[N:9]([CH2:10][CH:11]3[CH2:16][CH2:15][CH:14]([C:17]([F:20])([F:19])[F:18])[CH2:13][CH2:12]3)[C:7]2=[O:8])=[CH:4][CH:3]=1. The catalyst class is: 48. (6) Reactant: I/[CH:2]=[CH:3]/[C@@H:4]([O:11][Si:12]([C:15]([CH3:18])([CH3:17])[CH3:16])([CH3:14])[CH3:13])[CH:5]1[CH2:10][CH2:9][CH2:8][CH2:7][CH2:6]1.C([Li])(C)(C)C.C(N([CH2:29][C:30]1[C:31](=[O:43])[CH2:32][C@@H:33]([O:35][Si:36]([C:39]([CH3:42])([CH3:41])[CH3:40])([CH3:38])[CH3:37])[CH:34]=1)CC)C.CCCCCC. Product: [CH2:29]=[C:30]1[C@@H:34](/[CH:2]=[CH:3]/[C@@H:4]([O:11][Si:12]([C:15]([CH3:18])([CH3:17])[CH3:16])([CH3:14])[CH3:13])[CH:5]2[CH2:10][CH2:9][CH2:8][CH2:7][CH2:6]2)[C@H:33]([O:35][Si:36]([C:39]([CH3:41])([CH3:40])[CH3:42])([CH3:37])[CH3:38])[CH2:32][C:31]1=[O:43]. The catalyst class is: 28.